Dataset: Full USPTO retrosynthesis dataset with 1.9M reactions from patents (1976-2016). Task: Predict the reactants needed to synthesize the given product. (1) Given the product [Na:1].[F:42][CH2:43][C:44]1([CH2:10][O:9][C:8]2[CH:7]=[CH:6][N:5]=[C:4]([CH2:20][S:21]([C:23]3[NH:24][C:25]4[CH:31]=[CH:30][CH:29]=[CH:28][C:26]=4[N:27]=3)=[O:22])[C:3]=2[CH3:2])[O:48][CH2:47][CH2:46][O:45]1, predict the reactants needed to synthesize it. The reactants are: [Na:1].[CH3:2][C:3]1[C:4]([CH2:20][S:21]([C:23]2[NH:27][C:26]3[CH:28]=[CH:29][CH:30]=[CH:31][C:25]=3[N:24]=2)=[O:22])=[N:5][CH:6]=[CH:7][C:8]=1[O:9][CH2:10]CC1(CCC)OCCO1.ClC1C=C[N+]([O-])=C(C)C=1C.[F:42][CH2:43][C:44]1(CO)[O:48][CH2:47][CH2:46][O:45]1. (2) Given the product [Cl:2][C:3]1[CH:4]=[CH:5][C:6]2[NH:11][C:10](=[O:12])[O:9][C:8]([CH2:17][NH:18][C:25](=[O:26])[C:24]3[CH:28]=[CH:29][C:21]([F:20])=[CH:22][CH:23]=3)([C:13]([F:15])([F:16])[F:14])[C:7]=2[CH:19]=1, predict the reactants needed to synthesize it. The reactants are: Cl.[Cl:2][C:3]1[CH:4]=[CH:5][C:6]2[NH:11][C:10](=[O:12])[O:9][C:8]([CH2:17][NH2:18])([C:13]([F:16])([F:15])[F:14])[C:7]=2[CH:19]=1.[F:20][C:21]1[CH:29]=[CH:28][C:24]([C:25](O)=[O:26])=[CH:23][CH:22]=1.Cl.OC1C2N=NNC=2C=CC=1.C(N(CC)CC)C.Cl.C(N=C=NCCCN(C)C)C. (3) Given the product [CH2:1]([C:3]1[CH:8]=[CH:7][C:6]([C:9]2[CH:26]=[C:27]([CH3:28])[C:12]([C:15]([O:17][CH2:18][CH3:19])=[O:16])=[N:11][C:10]=2[C:20]2[CH:25]=[CH:24][CH:23]=[CH:22][CH:21]=2)=[CH:5][CH:4]=1)[CH3:2], predict the reactants needed to synthesize it. The reactants are: [CH2:1]([C:3]1[CH:8]=[CH:7][C:6]([C:9]2N=N[C:12]([C:15]([O:17][CH2:18][CH3:19])=[O:16])=[N:11][C:10]=2[C:20]2[CH:25]=[CH:24][CH:23]=[CH:22][CH:21]=2)=[CH:5][CH:4]=1)[CH3:2].[CH:26](N1CCCC1)=[CH:27][CH3:28]. (4) Given the product [Cl:14][C:13]1[N:12]=[C:11]([S:15][CH3:16])[N:10]=[C:9]2[NH:27][N:28]=[C:6]([CH:1]3[CH2:5][CH2:4][CH2:3][CH2:2]3)[C:8]=12, predict the reactants needed to synthesize it. The reactants are: [CH:1]1([C:6]([C:8]2[C:9](Cl)=[N:10][C:11]([S:15][CH3:16])=[N:12][C:13]=2[Cl:14])=O)[CH2:5][CH2:4][CH2:3][CH2:2]1.C(N(CC)C(C)C)(C)C.[NH2:27][NH2:28]. (5) Given the product [CH3:22][N:2]([CH3:1])[C:3]1[N:8]=[C:7]2[C:6](=[CH:5][C:4]=1[F:21])[N:9]=[CH:10][CH:11]=[C:16]2[OH:17], predict the reactants needed to synthesize it. The reactants are: [CH3:1][N:2]([CH3:22])[C:3]1[N:8]=[CH:7][C:6]([NH:9][CH:10]=[C:11]2[C:16](=[O:17])OC(C)(C)OC2=O)=[CH:5][C:4]=1[F:21].C1(OC2C=CC=CC=2)C=CC=CC=1. (6) Given the product [S:14]1[C:15]2[CH:21]=[CH:20][CH:19]=[CH:18][C:16]=2[N:17]=[C:13]1[NH:12][C@H:10]1[CH2:9][C@H:8]([NH2:7])[CH2:11]1, predict the reactants needed to synthesize it. The reactants are: C(OC(=O)[NH:7][C@H:8]1[CH2:11][C@H:10]([NH:12][C:13]2[S:14][C:15]3[CH:21]=[CH:20][CH:19]=[CH:18][C:16]=3[N:17]=2)[CH2:9]1)(C)(C)C.FC(F)(F)C(O)=O.